From a dataset of Reaction yield outcomes from USPTO patents with 853,638 reactions. Predict the reaction yield, written as a fraction of the theoretical maximum amount of product (1.0 means a 100% yield; for example, 0.34 means a 34% yield). No catalyst specified. The yield is 0.204. The product is [Cl:57][C:54]1[CH:53]=[CH:52][C:51]([CH2:50][N:37]2[C:36](=[O:58])[C:35]([CH2:32][OH:33])=[CH:40][C:39]([C:41]3[CH:46]=[CH:45][C:44]([O:47][CH3:48])=[C:43]([F:49])[CH:42]=3)=[N:38]2)=[CH:56][CH:55]=1. The reactants are FC1C=C(F)C=CC=1C1C=C(CN2C(=O)C3=CC=CC=C3C2=O)C(=O)N(CC(C)C)N=1.[C:32]([C:35]1[C:36](=[O:58])[N:37]([CH2:50][C:51]2[CH:56]=[CH:55][C:54]([Cl:57])=[CH:53][CH:52]=2)[N:38]=[C:39]([C:41]2[CH:46]=[CH:45][C:44]([O:47][CH3:48])=[C:43]([F:49])[CH:42]=2)[CH:40]=1)(O)=[O:33].